Dataset: Reaction yield outcomes from USPTO patents with 853,638 reactions. Task: Predict the reaction yield, written as a fraction of the theoretical maximum amount of product (1.0 means a 100% yield; for example, 0.34 means a 34% yield). (1) The reactants are [CH:1]1[C:11]2[CH:10]([O:12][CH2:13][CH2:14][OH:15])[C:9]3[CH:16]=[CH:17][CH:18]=[CH:19][C:8]=3[CH2:7][S:6][C:5]=2[CH:4]=[CH:3][CH:2]=1.C(P(CCCC)CCCC)CCC.[CH2:33]([O:35][C:36](=[O:49])[CH:37]([O:46][CH2:47][CH3:48])[CH2:38][C:39]1[CH:44]=[CH:43][C:42](O)=[CH:41][CH:40]=1)[CH3:34].C1CCN(C(N=NC(N2CCCCC2)=O)=O)CC1. The catalyst is C1C=CC=CC=1.CCCCCCC. The product is [CH2:33]([O:35][C:36](=[O:49])[CH:37]([O:46][CH2:47][CH3:48])[CH2:38][C:39]1[CH:44]=[CH:43][C:42]([O:15][CH2:14][CH2:13][O:12][CH:10]2[C:9]3[CH:16]=[CH:17][CH:18]=[CH:19][C:8]=3[CH2:7][S:6][C:5]3[CH:4]=[CH:3][CH:2]=[CH:1][C:11]2=3)=[CH:41][CH:40]=1)[CH3:34]. The yield is 0.750. (2) The reactants are [CH3:1]I.[OH:3][C:4]1[C:11]([I:12])=[CH:10][C:7]([C:8]#[N:9])=[C:6]([S:13][CH3:14])[N:5]=1. The catalyst is O1CCOCC1.C(=O)([O-])[O-].[Ag+2]. The product is [I:12][C:11]1[C:4]([O:3][CH3:1])=[N:5][C:6]([S:13][CH3:14])=[C:7]([CH:10]=1)[C:8]#[N:9]. The yield is 0.680. (3) The yield is 0.980. The product is [CH3:10][C:7]1[O:6][C:5]([CH:4]([NH2:1])[C:11]2([CH3:15])[CH2:12][O:13][CH2:14]2)=[CH:9][CH:8]=1. The catalyst is C(O)C.[Pd]. The reactants are [N:1]([CH:4]([C:11]1([CH3:15])[CH2:14][O:13][CH2:12]1)[C:5]1[O:6][C:7]([CH3:10])=[CH:8][CH:9]=1)=[N+]=[N-].[H][H]. (4) The reactants are Br[C:2]1[CH:3]=[C:4]2[C:8](=[C:9]([C:11]([NH2:13])=[O:12])[CH:10]=1)[NH:7][CH:6]=[C:5]2[CH:14]1[CH2:18][CH2:17][S:16](=[O:20])(=[O:19])[CH2:15]1.[O:21]1[CH:25]=[CH:24][CH:23]=[C:22]1B(O)O.C(=O)([O-])[O-].[K+].[K+]. The catalyst is O1CCOCC1.O.C1C=CC(P(C2C=CC=CC=2)[C-]2C=CC=C2)=CC=1.C1C=CC(P(C2C=CC=CC=2)[C-]2C=CC=C2)=CC=1.Cl[Pd]Cl.[Fe+2]. The product is [O:19]=[S:16]1(=[O:20])[CH2:17][CH2:18][CH:14]([C:5]2[C:4]3[C:8](=[C:9]([C:11]([NH2:13])=[O:12])[CH:10]=[C:2]([C:22]4[O:21][CH:25]=[CH:24][CH:23]=4)[CH:3]=3)[NH:7][CH:6]=2)[CH2:15]1. The yield is 0.360. (5) The product is [N+:22]([C:25]1[CH:32]=[CH:31][CH:30]=[CH:29][C:26]=1[CH2:27][NH:1][C@@H:2]([CH3:21])[CH2:3][O:4][C:5]1[CH:20]=[CH:19][C:8]([C:9]([O:11][CH2:12][C:13]2[CH:14]=[CH:15][CH:16]=[CH:17][CH:18]=2)=[O:10])=[CH:7][CH:6]=1)([O-:24])=[O:23]. The reactants are [NH2:1][C@@H:2]([CH3:21])[CH2:3][O:4][C:5]1[CH:20]=[CH:19][C:8]([C:9]([O:11][CH2:12][C:13]2[CH:18]=[CH:17][CH:16]=[CH:15][CH:14]=2)=[O:10])=[CH:7][CH:6]=1.[N+:22]([C:25]1[CH:32]=[CH:31][CH:30]=[CH:29][C:26]=1[CH:27]=O)([O-:24])=[O:23].[BH3-]C#N.[Na+]. The yield is 0.420. The catalyst is CO.CC(O)=O.